This data is from Reaction yield outcomes from USPTO patents with 853,638 reactions. The task is: Predict the reaction yield, written as a fraction of the theoretical maximum amount of product (1.0 means a 100% yield; for example, 0.34 means a 34% yield). The yield is 0.876. The catalyst is ClCCl. The reactants are [C:1]1([C:7]2[C:16]3[CH:15]=[CH:14][CH:13]=[CH:12][C:11]=3[N:10]=[C:9]3[C:17]4[C:22]([C:23](=O)[C:8]=23)=[CH:21][CH:20]=[CH:19][CH:18]=4)[CH:6]=[CH:5][CH:4]=[CH:3][CH:2]=1.CC1C=CC([N:30]([C:38]2C=CC=[CH:40][CH:39]=2)[C:31]2[CH:36]=[CH:35][C:34](C)=[CH:33][CH:32]=2)=CC=1.CS(O)(=O)=O.O=P12OP3(OP(OP(O3)(O1)=O)(=O)O2)=O. The product is [C:1]1([C:7]2[C:16]3[CH:15]=[CH:14][CH:13]=[CH:12][C:11]=3[N:10]=[C:9]3[C:17]4[C:22]([C:23]([C:34]5[CH:35]=[CH:36][C:31]6[N:30]([C:6]7[CH:1]=[CH:2][CH:3]=[CH:4][CH:5]=7)[C:38]7[C:39]([C:32]=6[CH:33]=5)=[CH:40][CH:7]=[CH:8][CH:9]=7)([C:34]5[CH:33]=[CH:32][C:31]6[N:30]([C:11]7[CH:12]=[CH:13][CH:14]=[CH:15][CH:16]=7)[C:38]7[C:18]([C:36]=6[CH:35]=5)=[CH:17][CH:22]=[CH:40][CH:39]=7)[C:8]=23)=[CH:21][CH:20]=[CH:19][CH:18]=4)[CH:6]=[CH:5][CH:4]=[CH:3][CH:2]=1.